Dataset: Full USPTO retrosynthesis dataset with 1.9M reactions from patents (1976-2016). Task: Predict the reactants needed to synthesize the given product. (1) Given the product [CH2:10]([O:9][CH2:8][C:5]1[N:4]=[C:3]([OH:17])[C:2]([NH:1][C:25](=[O:26])[CH:24]([C:18]2[CH:23]=[CH:22][CH:21]=[CH:20][CH:19]=2)[C:28]2[CH:33]=[CH:32][CH:31]=[CH:30][CH:29]=2)=[CH:7][N:6]=1)[C:11]1[CH:12]=[CH:13][CH:14]=[CH:15][CH:16]=1, predict the reactants needed to synthesize it. The reactants are: [NH2:1][C:2]1[C:3]([OH:17])=[N:4][C:5]([CH2:8][O:9][CH2:10][C:11]2[CH:16]=[CH:15][CH:14]=[CH:13][CH:12]=2)=[N:6][CH:7]=1.[C:18]1([CH:24]([C:28]2[CH:33]=[CH:32][CH:31]=[CH:30][CH:29]=2)[C:25](O)=[O:26])[CH:23]=[CH:22][CH:21]=[CH:20][CH:19]=1.CCN(C(C)C)C(C)C.CN(C(ON1N=NC2C=CC=CC1=2)=[N+](C)C)C.[B-](F)(F)(F)F.[NH4+].[Cl-]. (2) Given the product [CH2:14]([CH:38]1[CH2:37][CH2:36][N:41]([C:11]([C:8]2[NH:9][C:10]3[C:6]([CH:7]=2)=[CH:5][CH:4]=[CH:3][C:2]=3[F:1])=[O:13])[CH2:40][CH2:39]1)[C:15]1[CH:16]=[CH:17][CH:18]=[CH:19][CH:20]=1, predict the reactants needed to synthesize it. The reactants are: [F:1][C:2]1[CH:3]=[CH:4][CH:5]=[C:6]2[C:10]=1[NH:9][C:8]([C:11]([OH:13])=O)=[CH:7]2.[CH2:14](N1CCCCC1)[C:15]1[CH:20]=[CH:19][CH:18]=[CH:17][CH:16]=1.CN(C(ON1N=N[C:37]2[CH:38]=[CH:39][CH:40]=[N:41][C:36]1=2)=[N+](C)C)C.F[P-](F)(F)(F)(F)F. (3) Given the product [Cl:1][CH2:2][C:3]([O:9][CH2:8][CH:7]([CH3:10])[CH3:6])=[O:4], predict the reactants needed to synthesize it. The reactants are: [Cl:1][CH2:2][C:3](Cl)=[O:4].[CH3:6][CH:7]([CH3:10])[CH2:8][OH:9].N1C=CC=CC=1.